Dataset: TCR-epitope binding with 47,182 pairs between 192 epitopes and 23,139 TCRs. Task: Binary Classification. Given a T-cell receptor sequence (or CDR3 region) and an epitope sequence, predict whether binding occurs between them. (1) The epitope is TEKSNIIRGW. Result: 0 (the TCR does not bind to the epitope). The TCR CDR3 sequence is CASSQVWQNQPQHF. (2) The epitope is CINGVCWTV. The TCR CDR3 sequence is CASSPGAGENIQYF. Result: 0 (the TCR does not bind to the epitope).